The task is: Predict the reaction yield, written as a fraction of the theoretical maximum amount of product (1.0 means a 100% yield; for example, 0.34 means a 34% yield).. This data is from Reaction yield outcomes from USPTO patents with 853,638 reactions. The reactants are [F:1][C:2]([F:22])([F:21])[CH2:3][N:4]1[C:9](=[O:10])[C:8]([O:11]C)=[C:7]([C:13]2[CH:18]=[CH:17][C:16]([S:19][CH3:20])=[CH:15][CH:14]=2)[CH:6]=[N:5]1.Br.O. The catalyst is C(O)(=O)C. The product is [F:22][C:2]([F:1])([F:21])[CH2:3][N:4]1[C:9](=[O:10])[C:8]([OH:11])=[C:7]([C:13]2[CH:18]=[CH:17][C:16]([S:19][CH3:20])=[CH:15][CH:14]=2)[CH:6]=[N:5]1. The yield is 0.910.